The task is: Predict the reaction yield, written as a fraction of the theoretical maximum amount of product (1.0 means a 100% yield; for example, 0.34 means a 34% yield).. This data is from Reaction yield outcomes from USPTO patents with 853,638 reactions. (1) The reactants are [OH-].[K+].[CH3:3][C:4]1[CH2:13][CH2:12][CH2:11][C:6]2([CH2:10][CH2:9][CH2:8][CH2:7]2)[C:5]=1[C:14]([O:16]C)=[O:15].[OH-].[Na+]. The catalyst is CCO. The product is [CH2:3]=[C:4]1[CH2:13][CH2:12][CH2:11][C:6]2([CH2:10][CH2:9][CH2:8][CH2:7]2)[CH:5]1[C:14]([OH:16])=[O:15].[CH3:3][C:4]1[CH:5]([C:14]([OH:16])=[O:15])[C:6]2([CH2:11][CH2:12][CH:13]=1)[CH2:10][CH2:9][CH2:8][CH2:7]2. The yield is 0.0500. (2) The reactants are [C:1]([C:3]1[CH:4]=[C:5]([C:12]([O-:14])=[O:13])[CH:6]=[C:7]([CH:11]=1)[C:8]([O-:10])=[O:9])#[CH:2].[K+].[K+]. The catalyst is O. The product is [C:1]([C:3]1[CH:4]=[C:5]([C:12]([OH:14])=[O:13])[CH:6]=[C:7]([CH:11]=1)[C:8]([OH:10])=[O:9])#[CH:2]. The yield is 0.995. (3) The reactants are [Cl:1][C:2]1[CH:7]=[CH:6][CH:5]=[CH:4][C:3]=1[CH2:8][N:9]1[C:14](=[O:15])[CH:13]=[C:12]([OH:16])[N:11]=[C:10]1[CH:17]1[CH2:22][CH2:21][CH2:20][CH2:19][CH2:18]1.ClC1C=CC=CC=1CN.Cl.C1([C:39](=[NH:43])[O:40]CC)CCCCC1.N12CCCN=C1CCCCC2.C(OCC)(=O)[CH2:56][C:57]([O:59]CC)=[O:58].C(O)(=O)C. The catalyst is O1CCOCC1. The product is [Cl:1][C:2]1[CH:7]=[CH:6][CH:5]=[CH:4][C:3]=1[CH2:8][N:9]1[C:14](=[O:15])[C:13]([C:39]([NH:43][CH2:56][C:57]([OH:59])=[O:58])=[O:40])=[C:12]([OH:16])[N:11]=[C:10]1[CH:17]1[CH2:18][CH2:19][CH2:20][CH2:21][CH2:22]1. The yield is 0.370. (4) The reactants are F[C:2]1[CH:9]=[CH:8][C:5]([C:6]#[N:7])=[CH:4][CH:3]=1.[NH2:10][CH2:11][CH2:12][CH2:13][OH:14]. The catalyst is O. The product is [OH:14][CH2:13][CH2:12][CH2:11][NH:10][C:2]1[CH:9]=[CH:8][C:5]([C:6]#[N:7])=[CH:4][CH:3]=1. The yield is 0.970.